Dataset: Forward reaction prediction with 1.9M reactions from USPTO patents (1976-2016). Task: Predict the product of the given reaction. (1) Given the reactants [O:1]=[C:2]1[CH2:7][CH2:6][CH:5]([C:8]([OH:10])=[O:9])[CH2:4][CH2:3]1.O[NH:12][C:13](=[NH:15])[CH3:14].OC1C2N=NNC=2C=CC=1.C(N=C=NC(C)C)(C)C.[OH-].[Na+], predict the reaction product. The product is: [O:1]=[C:2]1[CH2:7][CH2:6][CH:5]([C:8]([O:10][NH:15][C:13](=[NH:12])[CH3:14])=[O:9])[CH2:4][CH2:3]1. (2) The product is: [CH2:1]([N:3]1[C:9](=[O:10])[C:8]([CH3:12])([CH3:11])[C:7](=[O:13])[N:6]([CH3:14])[C:5]2[CH:15]=[C:16]([CH2:19][N:20]([CH2:34][C:35]3[C:36]([CH2:41][NH:42][CH:44]=[O:45])=[N:37][CH:38]=[CH:39][CH:40]=3)[CH2:21][CH2:22][N:23]3[CH:28]=[CH:27][C:26]4[O:29][C:30]([CH3:32])=[CH:31][C:25]=4[C:24]3=[O:33])[CH:17]=[CH:18][C:4]1=2)[CH3:2]. Given the reactants [CH2:1]([N:3]1[C:9](=[O:10])[C:8]([CH3:12])([CH3:11])[C:7](=[O:13])[N:6]([CH3:14])[C:5]2[CH:15]=[C:16]([CH2:19][N:20]([CH2:34][C:35]3[C:36]([C:41]#[N:42])=[N:37][CH:38]=[CH:39][CH:40]=3)[CH2:21][CH2:22][N:23]3[CH:28]=[CH:27][C:26]4[O:29][C:30]([CH3:32])=[CH:31][C:25]=4[C:24]3=[O:33])[CH:17]=[CH:18][C:4]1=2)[CH3:2].C[C:44](C)=[O:45].CCOCC, predict the reaction product. (3) Given the reactants [Br:1][C:2]1[CH:7]=[CH:6][C:5]([O:8][CH2:9][CH2:10][C:11]#[CH:12])=[C:4]([N+:13]([O-])=O)[CH:3]=1, predict the reaction product. The product is: [Br:1][C:2]1[CH:7]=[CH:6][C:5]([O:8][CH2:9][CH2:10][C:11]#[CH:12])=[C:4]([NH2:13])[CH:3]=1. (4) The product is: [CH2:37]([N:39]1[CH2:45][CH2:44][C:43]2[CH:46]=[C:47]([NH:50][C:2]3[N:7]=[C:6]([NH:27][C:16]4[CH:17]=[CH:18][C:19]([N:21]5[CH2:22][CH2:23][O:24][CH2:25][CH2:26]5)=[CH:20][C:15]=4[O:14][CH3:13])[C:5]([C:9]([F:12])([F:11])[F:10])=[CH:4][N:3]=3)[CH:48]=[CH:49][C:42]=2[CH2:41][CH2:40]1)[CH3:38]. Given the reactants Cl[C:2]1[N:7]=[C:6](Cl)[C:5]([C:9]([F:12])([F:11])[F:10])=[CH:4][N:3]=1.[CH3:13][O:14][C:15]1[CH:20]=[C:19]([N:21]2[CH2:26][CH2:25][O:24][CH2:23][CH2:22]2)[CH:18]=[CH:17][C:16]=1[NH2:27].C(N(CC)C(C)C)(C)C.[CH2:37]([N:39]1[CH2:45][CH2:44][C:43]2[CH:46]=[C:47]([NH2:50])[CH:48]=[CH:49][C:42]=2[CH2:41][CH2:40]1)[CH3:38].C12(CS(O)(=O)=O)C(C)(C)C(CC1)CC2=O, predict the reaction product.